Dataset: Reaction yield outcomes from USPTO patents with 853,638 reactions. Task: Predict the reaction yield, written as a fraction of the theoretical maximum amount of product (1.0 means a 100% yield; for example, 0.34 means a 34% yield). (1) The reactants are [F:1][C:2]1[CH:7]=[CH:6][C:5]([N:8]2[C:16]3[C:11](=[CH:12][C:13]([CH:17]([C:27]4[CH:32]=[CH:31][CH:30]=[CH:29][CH:28]=4)[CH:18]([C:23]([O:25][CH3:26])=[O:24])[C:19]([O:21][CH3:22])=[O:20])=[CH:14][CH:15]=3)[CH:10]=[N:9]2)=[CH:4][CH:3]=1.[H-].[Na+].[CH3:35]S(C)=O.CI. The catalyst is C1COCC1. The product is [F:1][C:2]1[CH:7]=[CH:6][C:5]([N:8]2[C:16]3[C:11](=[CH:12][C:13]([CH:17]([C:27]4[CH:28]=[CH:29][CH:30]=[CH:31][CH:32]=4)[C:18]([CH3:35])([C:23]([O:25][CH3:26])=[O:24])[C:19]([O:21][CH3:22])=[O:20])=[CH:14][CH:15]=3)[CH:10]=[N:9]2)=[CH:4][CH:3]=1. The yield is 0.830. (2) The reactants are [CH3:1][O:2][C@@H:3]1[CH2:11][C:10]2[C:5](=[CH:6][CH:7]=[CH:8][CH:9]=2)[C@H:4]1[N:12]1C(=O)C2C(=CC=CC=2)C1=O.NN. The catalyst is C(O)C. The product is [CH3:1][O:2][C@@H:3]1[CH2:11][C:10]2[C:5](=[CH:6][CH:7]=[CH:8][CH:9]=2)[C@H:4]1[NH2:12]. The yield is 0.640. (3) The reactants are [CH3:1][C:2]1([CH2:7][CH:8]([CH2:14][CH2:15][CH3:16])[C:9]([O:11][CH2:12][CH3:13])=[O:10])OCC[O:3]1.O.C(OCC)(=O)C. The yield is 0.810. The product is [O:3]=[C:2]([CH3:1])[CH2:7][CH:8]([CH2:14][CH2:15][CH3:16])[C:9]([O:11][CH2:12][CH3:13])=[O:10]. The catalyst is CCCCCC.ClCCl.